From a dataset of Forward reaction prediction with 1.9M reactions from USPTO patents (1976-2016). Predict the product of the given reaction. The product is: [NH2:1][C:2]1[C:3]2[C:28]([NH:30][CH2:35][CH:32]3[CH2:34][CH2:33]3)([CH3:29])[C:27](=[O:31])[NH:26][C:4]=2[N:5]=[C:6]([C:8]2[C:16]3[C:11](=[N:12][CH:13]=[CH:14][CH:15]=3)[N:10]([CH2:17][CH2:18][C:19]([F:25])([F:24])[C:20]([F:22])([F:21])[F:23])[N:9]=2)[N:7]=1. Given the reactants [NH2:1][C:2]1[C:3]2[C:28]([NH2:30])([CH3:29])[C:27](=[O:31])[NH:26][C:4]=2[N:5]=[C:6]([C:8]2[C:16]3[C:11](=[N:12][CH:13]=[CH:14][CH:15]=3)[N:10]([CH2:17][CH2:18][C:19]([F:25])([F:24])[C:20]([F:23])([F:22])[F:21])[N:9]=2)[N:7]=1.[CH:32]1([CH:35]=O)[CH2:34][CH2:33]1.C(O[BH-](OC(=O)C)OC(=O)C)(=O)C.[Na+], predict the reaction product.